Task: Predict which catalyst facilitates the given reaction.. Dataset: Catalyst prediction with 721,799 reactions and 888 catalyst types from USPTO Reactant: [Cl:1][C:2]1[S:6][C:5]2[C:7]3([O:13][CH2:14][C:15]([F:17])([F:16])[C:4]=2[CH:3]=1)[CH2:12][CH2:11][NH:10][CH2:9][CH2:8]3.C(OC(=O)[N:24]([CH:41]1[CH2:43][CH2:42]1)[CH2:25][C:26]1[CH:31]=[CH:30][CH:29]=[C:28]([F:32])[C:27]=1[N:33]1[CH:37]=[C:36]([CH:38]=O)[C:35]([CH3:40])=[N:34]1)(C)(C)C.C(O[BH-](OC(=O)C)OC(=O)C)(=O)C.[Na+]. Product: [Cl:1][C:2]1[S:6][C:5]2[C:7]3([O:13][CH2:14][C:15]([F:16])([F:17])[C:4]=2[CH:3]=1)[CH2:8][CH2:9][N:10]([CH2:38][C:36]1[C:35]([CH3:40])=[N:34][N:33]([C:27]2[C:28]([F:32])=[CH:29][CH:30]=[CH:31][C:26]=2[CH2:25][NH:24][CH:41]2[CH2:43][CH2:42]2)[CH:37]=1)[CH2:11][CH2:12]3. The catalyst class is: 7.